Dataset: Full USPTO retrosynthesis dataset with 1.9M reactions from patents (1976-2016). Task: Predict the reactants needed to synthesize the given product. (1) Given the product [C:1]([O:5][C:6]([N:8]1[CH2:13][CH2:12][CH2:11][CH2:10][CH:9]1[CH2:14][C:15]1[O:17][C:25]([C:20]2[CH:21]=[CH:22][CH:23]=[CH:24][C:19]=2[Cl:18])=[N:26][N:27]=1)=[O:7])([CH3:2])([CH3:3])[CH3:4], predict the reactants needed to synthesize it. The reactants are: [C:1]([O:5][C:6]([N:8]1[CH2:13][CH2:12][CH2:11][CH2:10][CH:9]1[CH2:14][C:15]([OH:17])=O)=[O:7])([CH3:4])([CH3:3])[CH3:2].[Cl:18][C:19]1[CH:24]=[CH:23][CH:22]=[CH:21][C:20]=1[C:25]1NN=[N:27][N:26]=1.C1(N=C=NC2CCCCC2)CCCCC1. (2) Given the product [Cl:1][C:2]1[CH:3]=[C:4]([CH2:9][CH2:10][C:11](=[O:12])[C:13]2[S:14][C:15]([C:18]3[CH:23]=[CH:22][C:21]([C:24]([F:27])([F:25])[F:26])=[CH:20][CH:19]=3)=[CH:16][CH:17]=2)[CH:5]=[CH:6][C:7]=1[O:8][C:29]([CH3:38])([CH3:37])[C:30]([O:32][C:33]([CH3:36])([CH3:35])[CH3:34])=[O:31], predict the reactants needed to synthesize it. The reactants are: [Cl:1][C:2]1[CH:3]=[C:4]([CH2:9][CH2:10][C:11]([C:13]2[S:14][C:15]([C:18]3[CH:23]=[CH:22][C:21]([C:24]([F:27])([F:26])[F:25])=[CH:20][CH:19]=3)=[CH:16][CH:17]=2)=[O:12])[CH:5]=[CH:6][C:7]=1[OH:8].Br[C:29]([CH3:38])([CH3:37])[C:30]([O:32][C:33]([CH3:36])([CH3:35])[CH3:34])=[O:31]. (3) Given the product [CH3:11][C:2]([O:1][C:23](=[O:24])[CH2:22][CH2:21][Cl:20])([CH3:12])[C:3](=[O:4])[C:5]1[CH:10]=[CH:9][CH:8]=[CH:7][CH:6]=1, predict the reactants needed to synthesize it. The reactants are: [OH:1][C:2]([CH3:12])([CH3:11])[C:3]([C:5]1[CH:10]=[CH:9][CH:8]=[CH:7][CH:6]=1)=[O:4].C(N(CC)CC)C.[Cl:20][CH2:21][CH2:22][C:23](Cl)=[O:24]. (4) Given the product [ClH:39].[F:1][C:2]1[CH:7]=[CH:6][C:5]([C@H:8]2[C@@H:13]([O:14][C:15](=[O:31])[CH2:16][C:17]3[CH:18]=[C:19]([C:27]([F:29])([F:28])[F:30])[CH:20]=[C:21]([C:23]([F:24])([F:25])[F:26])[CH:22]=3)[O:12][CH2:11][CH2:10][N:9]2[CH2:32][C:33]2[CH:34]=[CH:35][CH:36]=[CH:37][CH:38]=2)=[CH:4][CH:3]=1, predict the reactants needed to synthesize it. The reactants are: [F:1][C:2]1[CH:7]=[CH:6][C:5]([C@H:8]2[C@@H:13]([O:14][C:15](=[O:31])[CH2:16][C:17]3[CH:22]=[C:21]([C:23]([F:26])([F:25])[F:24])[CH:20]=[C:19]([C:27]([F:30])([F:29])[F:28])[CH:18]=3)[O:12][CH2:11][CH2:10][N:9]2[CH2:32][C:33]2[CH:38]=[CH:37][CH:36]=[CH:35][CH:34]=2)=[CH:4][CH:3]=1.[ClH:39]. (5) Given the product [C:1]([O:5][C:6]([N:8]([C:22]([O:24][C:25]([CH3:28])([CH3:27])[CH3:26])=[O:23])[C@H:9]([C:17]([O:19][CH2:20][CH3:21])=[O:18])[CH2:10][CH2:11][C:12]([O:14][CH2:15][CH3:16])=[O:13])=[O:7])([CH3:4])([CH3:2])[CH3:3], predict the reactants needed to synthesize it. The reactants are: [C:1]([O:5][C:6]([NH:8][C@H:9]([C:17]([O:19][CH2:20][CH3:21])=[O:18])[CH2:10][CH2:11][C:12]([O:14][CH2:15][CH3:16])=[O:13])=[O:7])([CH3:4])([CH3:3])[CH3:2].[C:22](O[C:22]([O:24][C:25]([CH3:28])([CH3:27])[CH3:26])=[O:23])([O:24][C:25]([CH3:28])([CH3:27])[CH3:26])=[O:23]. (6) Given the product [C:29]([N:14]1[C:15]([CH3:16])=[C:11]([CH2:10][C:7]2[CH:8]=[CH:9][C:4]([S:3][CH2:1][CH3:2])=[CH:5][CH:6]=2)[C:12]([O:17][C@@H:18]2[O:26][C@H:25]([CH2:27][OH:28])[C@@H:23]([OH:24])[C@H:21]([OH:22])[C@H:19]2[OH:20])=[N:13]1)(=[O:31])[CH3:30], predict the reactants needed to synthesize it. The reactants are: [CH2:1]([S:3][C:4]1[CH:9]=[CH:8][C:7]([CH2:10][C:11]2[C:12]([O:17][C@@H:18]3[O:26][C@H:25]([CH2:27][OH:28])[C@@H:23]([OH:24])[C@H:21]([OH:22])[C@H:19]3[OH:20])=[N:13][NH:14][C:15]=2[CH3:16])=[CH:6][CH:5]=1)[CH3:2].[C:29](O)(=[O:31])[CH3:30].C(OC(=O)C)(=O)C. (7) Given the product [F:36][C:37]1[CH:42]=[CH:41][C:40]([CH2:43][NH:44][C:33](=[O:35])[CH2:32][C:5]2[CH:6]=[C:7]3[C:11](=[CH:12][C:4]=2[N+:1]([O-:3])=[O:2])[N:10]([C:13]([C:20]2[CH:25]=[CH:24][CH:23]=[CH:22][CH:21]=2)([C:14]2[CH:19]=[CH:18][CH:17]=[CH:16][CH:15]=2)[C:26]2[CH:31]=[CH:30][CH:29]=[CH:28][CH:27]=2)[N:9]=[CH:8]3)=[CH:39][CH:38]=1, predict the reactants needed to synthesize it. The reactants are: [N+:1]([C:4]1[CH:12]=[C:11]2[C:7]([CH:8]=[N:9][N:10]2[C:13]([C:26]2[CH:31]=[CH:30][CH:29]=[CH:28][CH:27]=2)([C:20]2[CH:25]=[CH:24][CH:23]=[CH:22][CH:21]=2)[C:14]2[CH:19]=[CH:18][CH:17]=[CH:16][CH:15]=2)=[CH:6][C:5]=1[CH2:32][C:33]([OH:35])=O)([O-:3])=[O:2].[F:36][C:37]1[CH:42]=[CH:41][C:40]([CH2:43][NH2:44])=[CH:39][CH:38]=1.CCN=C=NCCCN(C)C.Cl.C1C=CC2N(O)N=NC=2C=1.